Dataset: B-cell epitopes from IEDB database with 3,159 antigens for binding position prediction. Task: Token-level Classification. Given an antigen amino acid sequence, predict which amino acid positions are active epitope sites capable of antibody binding. Output is a list of indices for active positions. Given the antigen sequence: METIKSIADMATGVVSSVDSTINAVNEKVESVGNEIGGNLLTKVADDASNILGPNCFATTAEPENKNVVQATTTVNTTNLTQHPSAPTMPFSPDFSNVDNFHSMAYDITTGDKNPSKLVRLETHEWTPSWARGYQITHVELPKVFWDHQDKPAYGQSRYFAAVRCGFHFQVQVNVNQGTAGSALVVYEPKPVVTYDSKLEFGAFTNLPHVLMNLAETTQADLCIPYVADTNYVKTDSSDLGQLKVYVWTPLSIPTGSANQVDVTILGSLLQLDFQNPRVFAQDVNIYDNAPNGKKKNWKKIMTMSTKYKWTRTKIDIAEGPGSMNMANVLCTTGAQSVALVGERAFYDPRTAGSKSRFDDLVKIAQLFSVMADSTTPSENHGVDAKGYFKWSATTAPQSIVHRNIVYLRLFPNLNVFVNSYSYFRGSLVLRLSVYASTFNRGRLRMGFFPNATTDSTSTLDNAIYTICDIGSDNSFEITIPYSFSTWMRKTNGHPIGLFQ..., which amino acid positions are active epitope sites? The epitope positions are: [87, 88, 89, 90, 91, 92, 93, 94, 95, 96, 97, 98]. The amino acids at these positions are: TMPFSPDFSNVD.